Dataset: Reaction yield outcomes from USPTO patents with 853,638 reactions. Task: Predict the reaction yield, written as a fraction of the theoretical maximum amount of product (1.0 means a 100% yield; for example, 0.34 means a 34% yield). The reactants are [F:1][C:2]([F:21])([F:20])[C:3]1[CH:4]=[C:5]([C:9]2[N:10]=[C:11]([CH:14]3[CH2:19][CH2:18][NH:17][CH2:16][CH2:15]3)[NH:12][CH:13]=2)[CH:6]=[CH:7][CH:8]=1.C(Cl)Cl.C(N(CC)CC)C.[C:32](O[C:32]([O:34][C:35]([CH3:38])([CH3:37])[CH3:36])=[O:33])([O:34][C:35]([CH3:38])([CH3:37])[CH3:36])=[O:33]. The catalyst is C1COCC1. The product is [F:21][C:2]([F:20])([F:1])[C:3]1[CH:4]=[C:5]([C:9]2[N:10]=[C:11]([CH:14]3[CH2:15][CH2:16][N:17]([C:32]([O:34][C:35]([CH3:38])([CH3:37])[CH3:36])=[O:33])[CH2:18][CH2:19]3)[NH:12][CH:13]=2)[CH:6]=[CH:7][CH:8]=1. The yield is 0.510.